Predict the reactants needed to synthesize the given product. From a dataset of Full USPTO retrosynthesis dataset with 1.9M reactions from patents (1976-2016). Given the product [CH2:1]([O:3][C:4]([C:6]1([NH:18][C:19]([O:21][C:22]([CH3:25])([CH3:24])[CH3:23])=[O:20])[CH2:9][CH:8]([O:10][CH2:11][C:12]2[CH:13]=[CH:14][CH:15]=[CH:16][CH:17]=2)[CH2:7]1)=[O:5])[CH3:2], predict the reactants needed to synthesize it. The reactants are: [CH2:1]([O:3][C:4]([C:6]1([NH2:18])[CH2:9][CH:8]([O:10][CH2:11][C:12]2[CH:17]=[CH:16][CH:15]=[CH:14][CH:13]=2)[CH2:7]1)=[O:5])[CH3:2].[C:19](OC([O-])=O)([O:21][C:22]([CH3:25])([CH3:24])[CH3:23])=[O:20].CCCCCC.C(OCC)(=O)C.Cl.